This data is from Reaction yield outcomes from USPTO patents with 853,638 reactions. The task is: Predict the reaction yield, written as a fraction of the theoretical maximum amount of product (1.0 means a 100% yield; for example, 0.34 means a 34% yield). (1) The reactants are [Si:1]([O:8][CH2:9][C@@H:10]([N:13]([CH2:21][C:22](=[O:26])[CH:23]=CC)[C:14](=[O:20])[O:15][C:16]([CH3:19])([CH3:18])[CH3:17])[CH:11]=C)([C:4]([CH3:7])([CH3:6])[CH3:5])([CH3:3])[CH3:2]. The catalyst is C1(C)C=CC=CC=1.CC1C=C(C)C(N2C(=[Ru](Cl)(Cl)=CC3C=CC=CC=3OC(C)C)N(C3C(C)=CC(C)=CC=3C)CC2)=C(C)C=1. The product is [Si:1]([O:8][CH2:9][C@@H:10]1[CH:11]=[CH:23][C:22](=[O:26])[CH2:21][N:13]1[C:14]([O:15][C:16]([CH3:17])([CH3:18])[CH3:19])=[O:20])([C:4]([CH3:6])([CH3:5])[CH3:7])([CH3:3])[CH3:2]. The yield is 0.700. (2) The reactants are [NH2:1][S:2]([C:5]1[CH:13]=[CH:12][C:8]([C:9]([OH:11])=[O:10])=[CH:7][CH:6]=1)(=[O:4])=[O:3].S(Cl)(Cl)=O.[CH3:18]O. No catalyst specified. The product is [NH2:1][S:2]([C:5]1[CH:6]=[CH:7][C:8]([C:9]([O:11][CH3:18])=[O:10])=[CH:12][CH:13]=1)(=[O:3])=[O:4]. The yield is 0.750. (3) The reactants are [N:1]1[CH:6]=[CH:5][CH:4]=[C:3]([C:7]2[CH:11]=[C:10]([C:12]([F:15])([F:14])[F:13])[N:9]([C:16]3[N:21]=[CH:20][C:19]([NH:22][C:23]([C:25]4[CH:30]=[CH:29][C:28](=[O:31])[N:27]([CH2:32][CH2:33][O:34]C)[CH:26]=4)=[O:24])=[CH:18][CH:17]=3)[N:8]=2)[CH:2]=1.B(Br)(Br)Br. The catalyst is ClCCl. The product is [N:1]1[CH:6]=[CH:5][CH:4]=[C:3]([C:7]2[CH:11]=[C:10]([C:12]([F:13])([F:14])[F:15])[N:9]([C:16]3[N:21]=[CH:20][C:19]([NH:22][C:23]([C:25]4[CH:30]=[CH:29][C:28](=[O:31])[N:27]([CH2:32][CH2:33][OH:34])[CH:26]=4)=[O:24])=[CH:18][CH:17]=3)[N:8]=2)[CH:2]=1. The yield is 0.700.